This data is from Peptide-MHC class I binding affinity with 185,985 pairs from IEDB/IMGT. The task is: Regression. Given a peptide amino acid sequence and an MHC pseudo amino acid sequence, predict their binding affinity value. This is MHC class I binding data. (1) The peptide sequence is ATIWQLLAF. The MHC is HLA-B40:01 with pseudo-sequence HLA-B40:01. The binding affinity (normalized) is 0.213. (2) The peptide sequence is REVLNVRYM. The MHC is HLA-A02:03 with pseudo-sequence HLA-A02:03. The binding affinity (normalized) is 0.460. (3) The peptide sequence is TQGYFPDWQNY. The MHC is HLA-A31:01 with pseudo-sequence HLA-A31:01. The binding affinity (normalized) is 0. (4) The peptide sequence is AFASLQDML. The MHC is HLA-B27:05 with pseudo-sequence HLA-B27:05. The binding affinity (normalized) is 0.0847. (5) The peptide sequence is YSRPWNWTF. The MHC is HLA-A02:06 with pseudo-sequence HLA-A02:06. The binding affinity (normalized) is 0.0847. (6) The peptide sequence is MPFAWQFGF. The MHC is HLA-B51:01 with pseudo-sequence HLA-B51:01. The binding affinity (normalized) is 0.399. (7) The peptide sequence is QILDNAAKY. The MHC is HLA-A33:01 with pseudo-sequence HLA-A33:01. The binding affinity (normalized) is 0.